From a dataset of Catalyst prediction with 721,799 reactions and 888 catalyst types from USPTO. Predict which catalyst facilitates the given reaction. Reactant: [C:1]([O:5][C:6](=[O:17])[NH:7][CH:8]1[CH2:13][CH2:12][N:11]([CH2:14][CH2:15][OH:16])[CH2:10][CH2:9]1)([CH3:4])([CH3:3])[CH3:2].[CH3:18][O:19][C:20]1[N:21]=[C:22]2[C:27](=[CH:28][CH:29]=1)[N:26]=[CH:25][C:24](O)=[CH:23]2.C1(P(C2C=CC=CC=2)C2C=CC=CC=2)C=CC=CC=1.N(C(OC(C)C)=O)=NC(OC(C)C)=O. Product: [C:1]([O:5][C:6](=[O:17])[NH:7][CH:8]1[CH2:9][CH2:10][N:11]([CH2:14][CH2:15][O:16][C:24]2[CH:25]=[N:26][C:27]3[C:22]([CH:23]=2)=[N:21][C:20]([O:19][CH3:18])=[CH:29][CH:28]=3)[CH2:12][CH2:13]1)([CH3:4])([CH3:2])[CH3:3]. The catalyst class is: 7.